From a dataset of Full USPTO retrosynthesis dataset with 1.9M reactions from patents (1976-2016). Predict the reactants needed to synthesize the given product. (1) Given the product [Si:10]([O:1][CH2:2][C:3](=[CH2:9])[C:4]([O:6][CH2:7][CH3:8])=[O:5])([C:13]([CH3:16])([CH3:15])[CH3:14])([CH3:12])[CH3:11], predict the reactants needed to synthesize it. The reactants are: [OH:1][CH2:2][C:3](=[CH2:9])[C:4]([O:6][CH2:7][CH3:8])=[O:5].[Si:10](Cl)([C:13]([CH3:16])([CH3:15])[CH3:14])([CH3:12])[CH3:11].N1C=CN=C1. (2) Given the product [CH:14]([C:13]1[CH:12]=[C:11]([CH:18]=[CH:17][CH:16]=1)[O:10][CH2:1][C:2]([CH2:7][O:10][C:11]1[CH:12]=[CH:13][CH:16]=[C:17]([CH:19]=[O:22])[CH:18]=1)([CH2:5][O:10][C:11]1[CH:18]=[CH:17][CH:16]=[C:13]([CH:14]=[O:15])[CH:12]=1)[CH2:3][O:10][C:11]1[CH:18]=[CH:17][CH:16]=[C:13]([CH:14]=[O:15])[CH:12]=1)=[O:15], predict the reactants needed to synthesize it. The reactants are: [CH2:1](Br)[C:2]([CH2:7]Br)([CH2:5]Br)[CH2:3]Br.[OH:10][C:11]1[CH:12]=[C:13]([CH:16]=[CH:17][CH:18]=1)[CH:14]=[O:15].[C:19](=[O:22])([O-])[O-].[K+].[K+].[I-].[Na+]. (3) Given the product [NH2:2][C:1]1([C:3]2[CH:12]=[CH:11][C:6]([C:7]([O:9][CH3:10])=[O:8])=[CH:5][CH:4]=2)[CH2:14][CH2:13]1, predict the reactants needed to synthesize it. The reactants are: [C:1]([C:3]1[CH:12]=[CH:11][C:6]([C:7]([O:9][CH3:10])=[O:8])=[CH:5][CH:4]=1)#[N:2].[CH2:13]([Mg]Br)[CH3:14].B(F)(F)F.CCOCC.Cl. (4) Given the product [F:22][C:2]([F:21])([F:1])[C:3]1[CH:4]=[CH:5][C:6]([C:9]2[N:14]=[C:13]([CH:15]([O:20][C:24]3[CH:25]=[CH:26][C:27]([CH2:30][CH2:31][CH2:32][C:33]([O:35][CH2:36][CH2:37][Si:38]([CH3:41])([CH3:40])[CH3:39])=[O:34])=[CH:28][CH:29]=3)[CH2:16][CH2:17][CH2:18][CH3:19])[CH:12]=[CH:11][CH:10]=2)=[CH:7][CH:8]=1, predict the reactants needed to synthesize it. The reactants are: [F:1][C:2]([F:22])([F:21])[C:3]1[CH:8]=[CH:7][C:6]([C:9]2[N:14]=[C:13]([CH:15]([OH:20])[CH2:16][CH2:17][CH2:18][CH3:19])[CH:12]=[CH:11][CH:10]=2)=[CH:5][CH:4]=1.O[C:24]1[CH:29]=[CH:28][C:27]([CH2:30][CH2:31][CH2:32][C:33]([O:35][CH2:36][CH2:37][Si:38]([CH3:41])([CH3:40])[CH3:39])=[O:34])=[CH:26][CH:25]=1.C1CCN(C(N=NC(N2CCCCC2)=O)=O)CC1.P(CCCC)(CCCC)CCCC. (5) Given the product [N:14]1[C:13]2[C:15]3[CH:23]=[CH:22][CH:21]=[CH:20][C:16]=3[O:17][CH2:18][CH2:19][C:12]=2[S:11][C:10]=1[NH:9][CH2:8][CH:5]1[CH2:6][CH2:7][CH:2]([NH:1][C:24](=[O:27])[CH2:25][CH3:26])[CH2:3][CH2:4]1, predict the reactants needed to synthesize it. The reactants are: [NH2:1][CH:2]1[CH2:7][CH2:6][CH:5]([CH2:8][NH:9][C:10]2[S:11][C:12]3[CH2:19][CH2:18][O:17][C:16]4[CH:20]=[CH:21][CH:22]=[CH:23][C:15]=4[C:13]=3[N:14]=2)[CH2:4][CH2:3]1.[C:24](Cl)(=[O:27])[CH2:25][CH3:26].O. (6) Given the product [CH2:23]([O:25][P:26]([C:2]1[CH:7]=[C:6]([Br:8])[CH:5]=[CH:4][C:3]=1[NH:9][C:10]([NH:12][C:13]1[CH:18]=[CH:17][CH:16]=[C:15]([C:19]([F:22])([F:21])[F:20])[CH:14]=1)=[O:11])([O:27][CH2:28][CH3:29])=[O:30])[CH3:24], predict the reactants needed to synthesize it. The reactants are: I[C:2]1[CH:7]=[C:6]([Br:8])[CH:5]=[CH:4][C:3]=1[NH:9][C:10]([NH:12][C:13]1[CH:18]=[CH:17][CH:16]=[C:15]([C:19]([F:22])([F:21])[F:20])[CH:14]=1)=[O:11].[CH2:23]([O:25][P:26]([O:30]CC)[O:27][CH2:28][CH3:29])[CH3:24]. (7) Given the product [ClH:1].[NH:2]1[CH2:7][CH2:6][CH:5]([C:8]2[N:19]=[N:12][C:11]([CH2:14][CH2:15][CH3:16])=[CH:10][CH:9]=2)[CH2:4][CH2:3]1, predict the reactants needed to synthesize it. The reactants are: [ClH:1].[NH:2]1[CH2:7][CH2:6][CH:5]([C:8]2[CH:9]=[CH:10][C:11]([CH2:14][CH2:15][CH3:16])=[N:12]C=2)[CH2:4][CH2:3]1.BrC1[N:19]=NC(Br)=CC=1.